Dataset: Catalyst prediction with 721,799 reactions and 888 catalyst types from USPTO. Task: Predict which catalyst facilitates the given reaction. (1) Reactant: [OH:1][C:2]1[C:3]([O:12][CH3:13])=[C:4]([CH:9]=[CH:10][CH:11]=1)[C:5]([O:7][CH3:8])=[O:6].C(=O)([O-])[O-].[K+].[K+].C(#N)C.Br[CH2:24][CH2:25][O:26][CH3:27]. Product: [CH3:13][O:12][C:3]1[C:2]([O:1][CH2:24][CH2:25][O:26][CH3:27])=[CH:11][CH:10]=[CH:9][C:4]=1[C:5]([O:7][CH3:8])=[O:6]. The catalyst class is: 13. (2) Reactant: [Cl:1][C:2]1[CH:8]=[CH:7][C:5]([NH2:6])=[CH:4][CH:3]=1.C(N(CC)CC)C.[F:16][C:17]([F:28])([F:27])[C:18](O[C:18](=[O:19])[C:17]([F:28])([F:27])[F:16])=[O:19]. Product: [Cl:1][C:2]1[CH:8]=[CH:7][C:5]([NH:6][C:18](=[O:19])[C:17]([F:28])([F:27])[F:16])=[CH:4][CH:3]=1. The catalyst class is: 1. (3) Reactant: [NH2:1][C:2]1[C:7]([CH3:8])=[CH:6][C:5]([Br:9])=[CH:4][N:3]=1.Br[CH2:11][C:12]([C:14]1[CH:19]=[CH:18][C:17]([Cl:20])=[CH:16][CH:15]=1)=O.C(=O)([O-])O.[Na+]. Product: [Br:9][C:5]1[CH:6]=[C:7]([CH3:8])[C:2]2[N:3]([CH:11]=[C:12]([C:14]3[CH:19]=[CH:18][C:17]([Cl:20])=[CH:16][CH:15]=3)[N:1]=2)[CH:4]=1. The catalyst class is: 259. (4) Reactant: [O:1]=[C:2]1[C:11]2[C:6](=[CH:7][CH:8]=[CH:9][CH:10]=2)[NH:5][CH:4]=[C:3]1[C:12]([NH:14][C:15]1[CH:23]=[C:22]2[C:18]([CH:19]=[CH:20][NH:21]2)=[CH:17][C:16]=1[C:24](O)=[O:25])=[O:13].CN(C(ON1N=NC2C=CC=NC1=2)=[N+](C)C)C.F[P-](F)(F)(F)(F)F.CCN(C(C)C)C(C)C.[CH2:60]([NH2:64])[CH:61]([CH3:63])[CH3:62]. Product: [CH2:60]([NH:64][C:24]([C:16]1[CH:17]=[C:18]2[C:22](=[CH:23][C:15]=1[NH:14][C:12]([C:3]1[C:2](=[O:1])[C:11]3[C:6](=[CH:7][CH:8]=[CH:9][CH:10]=3)[NH:5][CH:4]=1)=[O:13])[NH:21][CH:20]=[CH:19]2)=[O:25])[CH:61]([CH3:63])[CH3:62]. The catalyst class is: 3. (5) Reactant: Br[C:2]1[CH:10]=[CH:9][C:5]2[CH:6]=[CH:7][O:8][C:4]=2[CH:3]=1.BrC1C2[O:19][CH:18]=[CH:17]C=2C=CC=1.C([Sn](CCCC)(CCCC)C(OCC)=C)CCC.O. Product: [O:8]1[C:4]2[CH:3]=[C:2]([C:18](=[O:19])[CH3:17])[CH:10]=[CH:9][C:5]=2[CH:6]=[CH:7]1. The catalyst class is: 11. (6) Reactant: [Cl:1][C:2]1[CH:33]=[CH:32][CH:31]=[CH:30][C:3]=1[CH2:4][N:5]([CH3:29])[C:6]([C:8]1[N:9]=[N:10][N:11]([CH2:14][C:15]2[CH:20]=[C:19]([C:21]([F:24])([F:23])[F:22])[CH:18]=[C:17]([C:25]([F:28])([F:27])[F:26])[CH:16]=2)[C:12]=1Cl)=[O:7].[C:34]1([SH:40])[CH:39]=[CH:38][CH:37]=[CH:36][CH:35]=1. Product: [Cl:1][C:2]1[CH:33]=[CH:32][CH:31]=[CH:30][C:3]=1[CH2:4][N:5]([CH3:29])[C:6]([C:8]1[N:9]=[N:10][N:11]([CH2:14][C:15]2[CH:20]=[C:19]([C:21]([F:24])([F:23])[F:22])[CH:18]=[C:17]([C:25]([F:27])([F:26])[F:28])[CH:16]=2)[C:12]=1[S:40][C:34]1[CH:39]=[CH:38][CH:37]=[CH:36][CH:35]=1)=[O:7]. The catalyst class is: 18. (7) Reactant: Cl[C:2]1[C:3]([C:8]([CH3:24])([CH3:23])[C:9]([NH:11][CH:12]2[CH2:14][CH:13]2[C:15]2[CH:20]=[CH:19][CH:18]=[C:17]([O:21][CH3:22])[CH:16]=2)=[O:10])=[N:4][CH:5]=[CH:6][N:7]=1.CC(C)([O-])C.[Na+].COC1C=C([C@H]2C[C@@H]2N2C3=NC=CN=C3C(C)(C)C2=O)C=CC=1. Product: [CH3:22][O:21][C:17]1[CH:16]=[C:15]([C@@H:13]2[CH2:14][C@@H:12]2[N:11]2[C:2]3=[N:7][CH:6]=[CH:5][N:4]=[C:3]3[C:8]([CH3:24])([CH3:23])[C:9]2=[O:10])[CH:20]=[CH:19][CH:18]=1. The catalyst class is: 1. (8) Product: [Br:1][C:2]1[C:3]([F:21])=[C:4]([C:8]([CH3:20])=[C:9]([N:11]([CH2:18][CH3:19])[CH:12]2[CH2:17][CH2:16][O:15][CH2:14][CH2:13]2)[CH:10]=1)[C:5]([NH:64][CH2:65][C:66]1[C:67](=[O:74])[NH:68][C:69]([CH3:73])=[CH:70][C:71]=1[CH3:72])=[O:7]. Reactant: [Br:1][C:2]1[C:3]([F:21])=[C:4]([C:8]([CH3:20])=[C:9]([N:11]([CH2:18][CH3:19])[CH:12]2[CH2:17][CH2:16][O:15][CH2:14][CH2:13]2)[CH:10]=1)[C:5]([OH:7])=O.C1CN([P+](ON2N=NC3C=CC=CC2=3)(N2CCCC2)N2CCCC2)CC1.F[P-](F)(F)(F)(F)F.C(N(C(C)C)C(C)C)C.[NH2:64][CH2:65][C:66]1[C:67](=[O:74])[NH:68][C:69]([CH3:73])=[CH:70][C:71]=1[CH3:72]. The catalyst class is: 508. (9) Reactant: C[O:2][CH:3](OC)[C:4]1[CH:9]=[CH:8][C:7]([C:10]2([OH:23])[CH2:15][CH2:14][N:13]([CH2:16][C:17]3[CH:22]=[CH:21][CH:20]=[CH:19][CH:18]=3)[CH2:12][CH2:11]2)=[CH:6][C:5]=1[O:24][CH3:25].C1(C)C=CC=CC=1.O.C1(C)C=CC(S(O)(=O)=O)=CC=1.O. Product: [CH2:16]([N:13]1[CH2:12][CH2:11][C:10]([C:7]2[CH:8]=[CH:9][C:4]([CH:3]=[O:2])=[C:5]([O:24][CH3:25])[CH:6]=2)([OH:23])[CH2:15][CH2:14]1)[C:17]1[CH:18]=[CH:19][CH:20]=[CH:21][CH:22]=1. The catalyst class is: 66.